Dataset: Catalyst prediction with 721,799 reactions and 888 catalyst types from USPTO. Task: Predict which catalyst facilitates the given reaction. (1) Reactant: Cl[C:2]1[C:7]([CH3:8])=[C:6]([Cl:9])[N:5]=[CH:4][N:3]=1.[CH3:10][O:11][C:12]([C:14]1[CH:15]=[C:16]2[C:20](=[CH:21][CH:22]=1)[NH:19][CH2:18][CH2:17]2)=[O:13]. Product: [Cl:9][C:6]1[N:5]=[CH:4][N:3]=[C:2]([N:19]2[C:20]3[C:16](=[CH:15][C:14]([C:12]([O:11][CH3:10])=[O:13])=[CH:22][CH:21]=3)[CH2:17][CH2:18]2)[C:7]=1[CH3:8]. The catalyst class is: 259. (2) Reactant: C(OC([N:8]1[C@@H:12]([C@H:13]([OH:20])[C:14]2[CH:19]=[CH:18][CH:17]=[CH:16][CH:15]=2)[CH2:11][CH2:10][C@H:9]1[CH2:21][C:22]1[CH:30]=[CH:29][C:25]([C:26](O)=[O:27])=[CH:24][CH:23]=1)=O)(C)(C)C.[C:31]1([C:37]2[N:41]=[C:40]([CH2:42][NH2:43])[NH:39][N:38]=2)[CH:36]=[CH:35][CH:34]=[CH:33][CH:32]=1.ON1C2C=CC=CC=2N=N1.CN(C)CCCN=C=NCC.C(N(CC)C(C)C)(C)C. Product: [OH:20][C@H:13]([C:14]1[CH:15]=[CH:16][CH:17]=[CH:18][CH:19]=1)[C@@H:12]1[NH:8][C@H:9]([CH2:21][C:22]2[CH:30]=[CH:29][C:25]([C:26]([NH:43][CH2:42][C:40]3[NH:39][N:38]=[C:37]([C:31]4[CH:32]=[CH:33][CH:34]=[CH:35][CH:36]=4)[N:41]=3)=[O:27])=[CH:24][CH:23]=2)[CH2:10][CH2:11]1. The catalyst class is: 9. (3) Reactant: [C:1]([O:5][C:6]([NH:8][CH2:9][C:10]1[CH:18]=[CH:17][C:13]([C:14]([OH:16])=O)=[CH:12][CH:11]=1)=[O:7])([CH3:4])([CH3:3])[CH3:2].Cl.CN(C)CCCN=C=NCC.O.ON1C2C=CC=CC=2N=N1.[CH3:42][O:43][C:44]1[CH:45]=[C:46]([CH:49]=[CH:50][C:51]=1[O:52][CH3:53])[CH2:47][NH2:48].C(N(C(C)C)C(C)C)C. Product: [C:1]([O:5][C:6](=[O:7])[NH:8][CH2:9][C:10]1[CH:11]=[CH:12][C:13]([C:14]([NH:48][CH2:47][C:46]2[CH:49]=[CH:50][C:51]([O:52][CH3:53])=[C:44]([O:43][CH3:42])[CH:45]=2)=[O:16])=[CH:17][CH:18]=1)([CH3:2])([CH3:3])[CH3:4]. The catalyst class is: 9. (4) Reactant: [Cl:1][C:2]1[CH:3]=[C:4]2[C:9](=[CH:10][CH:11]=1)[CH:8]=[C:7]([S:12]([CH2:15][CH2:16][CH2:17][CH2:18][C:19]([N:21]1[CH2:26][CH2:25][N:24]([C:27]3[CH:32]=[CH:31][N:30]=[CH:29][CH:28]=3)[CH2:23][CH2:22]1)=O)(=[O:14])=[O:13])[CH:6]=[CH:5]2.Cl.O.C(=O)(O)[O-].[Na+]. Product: [Cl:1][C:2]1[CH:3]=[C:4]2[C:9](=[CH:10][CH:11]=1)[CH:8]=[C:7]([S:12]([CH2:15][CH2:16][CH2:17][CH2:18][CH2:19][N:21]1[CH2:22][CH2:23][N:24]([C:27]3[CH:32]=[CH:31][N:30]=[CH:29][CH:28]=3)[CH2:25][CH2:26]1)(=[O:14])=[O:13])[CH:6]=[CH:5]2. The catalyst class is: 1. (5) Reactant: IC.BrC1C=C(C(C)(C)C)C=CC=1O.[Br:15][C:16]1[C:25]2[O:24][CH2:23]N(C(C)(C)C)C[C:20]=2[CH:19]=[C:18]([C:30]([CH3:33])([CH3:32])[CH3:31])[CH:17]=1.C(=O)([O-])[O-].[K+].[K+]. Product: [Br:15][C:16]1[CH:17]=[C:18]([C:30]([CH3:31])([CH3:33])[CH3:32])[CH:19]=[CH:20][C:25]=1[O:24][CH3:23]. The catalyst class is: 21. (6) Reactant: [Br:1][C:2]1[CH:7]=[C:6]([O:8][C:9]([F:12])([F:11])[F:10])[CH:5]=[CH:4][C:3]=1[NH2:13].[C:21](O[C:21]([C:23]([F:26])([F:25])[F:24])=[O:22])([C:23]([F:26])([F:25])[F:24])=[O:22].N1C=[CH:31][CH:30]=[CH:29][CH:28]=1.C(Br)/C=C/C.C([O-])([O-])=O.[K+].[K+]. Product: [Br:1][C:2]1[CH:7]=[C:6]([O:8][C:9]([F:11])([F:12])[F:10])[CH:5]=[CH:4][C:3]=1[N:13]([CH2:28][CH:29]=[CH:30][CH3:31])[C:21](=[O:22])[C:23]([F:24])([F:25])[F:26]. The catalyst class is: 34. (7) Reactant: [F:1][C@@H:2]1[C@@H:7]2[O:8][CH:9]([C:12]3[CH:17]=[CH:16][CH:15]=[CH:14][CH:13]=3)[O:10][CH2:11][C@H:6]2[O:5][CH2:4][C@@H:3]1OS(C(F)(F)F)(=O)=O.[CH3:26][C:27]1[C:28](=[O:42])[N:29]([CH2:34][O:35][CH2:36][CH2:37][Si:38]([CH3:41])([CH3:40])[CH3:39])[C:30](=[O:33])[NH:31][CH:32]=1.[H-].[Na+]. Product: [F:1][C@@H:2]1[C@@H:7]2[O:8][CH:9]([C:12]3[CH:17]=[CH:16][CH:15]=[CH:14][CH:13]=3)[O:10][CH2:11][C@H:6]2[O:5][CH2:4][C@H:3]1[N:31]1[CH:32]=[C:27]([CH3:26])[C:28](=[O:42])[N:29]([CH2:34][O:35][CH2:36][CH2:37][Si:38]([CH3:41])([CH3:40])[CH3:39])[C:30]1=[O:33]. The catalyst class is: 3.